Dataset: Catalyst prediction with 721,799 reactions and 888 catalyst types from USPTO. Task: Predict which catalyst facilitates the given reaction. Reactant: C(OC(=O)[NH:7][C@H:8]1[CH2:13][C@@H:12]([N:14]2[CH2:21][C:20]3[C:16](=[N:17][N:18]([S:22]([CH:25]4[CH2:29][CH2:28][CH2:27][CH2:26]4)(=[O:24])=[O:23])[CH:19]=3)[CH2:15]2)[CH2:11][O:10][C@@H:9]1[C:30]1[CH:35]=[C:34]([F:36])[CH:33]=[CH:32][C:31]=1[F:37])(C)(C)C.[F:39][C:40]([F:45])([F:44])[C:41]([OH:43])=[O:42]. Product: [F:39][C:40]([F:45])([F:44])[C:41]([OH:43])=[O:42].[F:37][C:31]1[CH:32]=[CH:33][C:34]([F:36])=[CH:35][C:30]=1[C@@H:9]1[C@@H:8]([NH2:7])[CH2:13][C@@H:12]([N:14]2[CH2:21][C:20]3[C:16](=[N:17][N:18]([S:22]([CH:25]4[CH2:29][CH2:28][CH2:27][CH2:26]4)(=[O:23])=[O:24])[CH:19]=3)[CH2:15]2)[CH2:11][O:10]1. The catalyst class is: 4.